Dataset: Reaction yield outcomes from USPTO patents with 853,638 reactions. Task: Predict the reaction yield, written as a fraction of the theoretical maximum amount of product (1.0 means a 100% yield; for example, 0.34 means a 34% yield). (1) The reactants are Cl[C:2]1[CH:12]=[C:11]([NH:13][CH:14]([CH3:16])[CH3:15])[C:5]([C:6]([O:8][CH2:9][CH3:10])=[O:7])=[CH:4][N:3]=1.[NH2:17][C:18]1[CH:26]=[CH:25][C:21]2[N:22]=[CH:23][S:24][C:20]=2[CH:19]=1.CC1(C)C2C(=C(P(C3C=CC=CC=3)C3C=CC=CC=3)C=CC=2)OC2C(P(C3C=CC=CC=3)C3C=CC=CC=3)=CC=CC1=2.C([O-])([O-])=O.[Na+].[Na+]. The catalyst is O1CCOCC1.O.C1C=CC(/C=C/C(/C=C/C2C=CC=CC=2)=O)=CC=1.C1C=CC(/C=C/C(/C=C/C2C=CC=CC=2)=O)=CC=1.C1C=CC(/C=C/C(/C=C/C2C=CC=CC=2)=O)=CC=1.[Pd].[Pd]. The product is [S:24]1[C:20]2[CH:19]=[C:18]([NH:17][C:2]3[CH:12]=[C:11]([NH:13][CH:14]([CH3:16])[CH3:15])[C:5]([C:6]([O:8][CH2:9][CH3:10])=[O:7])=[CH:4][N:3]=3)[CH:26]=[CH:25][C:21]=2[N:22]=[CH:23]1. The yield is 0.680. (2) The reactants are [NH:1]1[CH2:5][CH2:4][CH2:3][CH2:2]1.[CH2:6]([N:13]1[CH2:18][CH2:17][N:16]([C:19]2[C:20]([CH3:33])=[C:21]([CH3:32])[C:22]3[O:26][C:25]([CH3:28])([CH3:27])[CH:24](O)[C:23]=3[C:30]=2[CH3:31])[CH2:15][CH2:14]1)[C:7]1[CH:12]=[CH:11][CH:10]=[CH:9][CH:8]=1.[ClH:34]. The catalyst is C(OCC)(=O)C. The product is [ClH:34].[ClH:34].[CH2:6]([N:13]1[CH2:18][CH2:17][N:16]([C:19]2[C:20]([CH3:33])=[C:21]([CH3:32])[C:22]3[O:26][C:25]([CH3:27])([CH3:28])[CH:24]([N:1]4[CH2:5][CH2:4][CH2:3][CH2:2]4)[C:23]=3[C:30]=2[CH3:31])[CH2:15][CH2:14]1)[C:7]1[CH:8]=[CH:9][CH:10]=[CH:11][CH:12]=1. The yield is 0.930. (3) The reactants are [Cl:1][C:2]1[N:7]=[C:6](Cl)[C:5]([F:9])=[CH:4][N:3]=1.[CH3:10][Mg]Br.CCOCC. The catalyst is C1COCC1.CN1C(=O)CCC1. The product is [Cl:1][C:2]1[N:7]=[C:6]([CH3:10])[C:5]([F:9])=[CH:4][N:3]=1. The yield is 0.480. (4) The reactants are O[C@H:2]1[O:10][C@H:9]([CH2:11][OH:12])[C@@H:7]([OH:8])[C@H:5]([OH:6])[C@@H:3]1[OH:4].[NH2:13][C:14]1[CH:19]=[CH:18][C:17]([C:20]2[CH:25]=[CH:24][CH:23]=[C:22]([C:26]([O:28][CH3:29])=[O:27])[CH:21]=2)=[CH:16][CH:15]=1. The catalyst is C(O)C. The product is [OH:4][C@H:3]1[C@@H:5]([OH:6])[C@H:7]([OH:8])[C@@H:9]([CH2:11][OH:12])[O:10][C@@H:2]1[NH:13][C:14]1[CH:15]=[CH:16][C:17]([C:20]2[CH:21]=[C:22]([CH:23]=[CH:24][CH:25]=2)[C:26]([O:28][CH3:29])=[O:27])=[CH:18][CH:19]=1. The yield is 0.770. (5) The product is [C:11]([O:10][C:8]([NH:7][C:5]1[S:6][C:2]([C:21]2[CH:20]=[N:19][CH:24]=[CH:23][CH:22]=2)=[CH:3][C:4]=1[C:15]([O:17][CH3:18])=[O:16])=[O:9])([CH3:14])([CH3:13])[CH3:12]. The reactants are Br[C:2]1[S:6][C:5]([NH:7][C:8]([O:10][C:11]([CH3:14])([CH3:13])[CH3:12])=[O:9])=[C:4]([C:15]([O:17][CH3:18])=[O:16])[CH:3]=1.[N:19]1[CH:24]=[CH:23][CH:22]=[C:21](B(O)O)[CH:20]=1. The yield is 0.590. No catalyst specified. (6) The reactants are [NH:1]1[CH2:6][CH2:5][CH:4]([NH:7][C:8](=[O:14])[O:9][C:10]([CH3:13])([CH3:12])[CH3:11])[CH2:3][CH2:2]1.CCN(C(C)C)C(C)C.Cl[C:25]1[N:30]=[CH:29][C:28]([CH2:31][CH3:32])=[CH:27][N:26]=1.O. The catalyst is CN(C=O)C. The product is [CH2:31]([C:28]1[CH:27]=[N:26][C:25]([N:1]2[CH2:2][CH2:3][CH:4]([NH:7][C:8](=[O:14])[O:9][C:10]([CH3:11])([CH3:13])[CH3:12])[CH2:5][CH2:6]2)=[N:30][CH:29]=1)[CH3:32]. The yield is 0.420.